This data is from Full USPTO retrosynthesis dataset with 1.9M reactions from patents (1976-2016). The task is: Predict the reactants needed to synthesize the given product. (1) Given the product [CH2:8]([O:10][C:11]1[N:12]=[CH:13][C:14]([N:17]2[CH2:21][C@@:20]3([CH2:33][CH2:32][CH2:31][C@@:30]([CH2:38][N:39]4[C:43]5[CH:44]=[C:45]([C:48]#[N:49])[CH:46]=[CH:47][C:42]=5[N:41]=[CH:40]4)([CH3:29])[CH2:37]3)[O:19][C:18]2=[O:22])=[N:15][CH:16]=1)[CH3:9], predict the reactants needed to synthesize it. The reactants are: CN1C(=O)CCC1.[CH2:8]([O:10][C:11]1[N:12]=[CH:13][C:14]([NH:17][C:18](=[O:22])[O:19][CH2:20][CH3:21])=[N:15][CH:16]=1)[CH3:9].CC(C)([O-])C.[K+].[CH3:29][C@:30]1([CH2:38][N:39]2[C:43]3[CH:44]=[C:45]([C:48]#[N:49])[CH:46]=[CH:47][C:42]=3[N:41]=[CH:40]2)[CH2:37]CC[C@:32]2(O[CH2:33]2)[CH2:31]1. (2) Given the product [Cl:13][C:14]1[CH:15]=[C:16]([CH:17]([C:7]2([N+:4]([O-:6])=[O:5])[CH2:12][CH2:11][CH2:10][CH2:9][CH2:8]2)[OH:18])[CH:19]=[C:20]([Cl:22])[CH:21]=1, predict the reactants needed to synthesize it. The reactants are: C[O-].[Na+].[N+:4]([CH:7]1[CH2:12][CH2:11][CH2:10][CH2:9][CH2:8]1)([O-:6])=[O:5].[Cl:13][C:14]1[CH:15]=[C:16]([CH:19]=[C:20]([Cl:22])[CH:21]=1)[CH:17]=[O:18].C(O)(=O)C. (3) Given the product [OH:3][CH2:4][C@@H:5]1[CH2:10][C@H:9]2[C@H:8]([CH2:11]2)[C:7](=[O:12])[NH:6]1, predict the reactants needed to synthesize it. The reactants are: CC1(C)[N:6]2[C:7](=[O:12])[C@H:8]3[CH2:11][C@H:9]3[CH2:10][C@H:5]2[CH2:4][O:3]1.Cl.